Regression/Classification. Given an antibody's heavy chain and light chain sequences, predict its developability. TAP uses regression for 5 developability metrics; SAbDab uses binary classification. From a dataset of Antibody developability classification from SAbDab with 2,409 antibodies. (1) The antibody is ['EVQLVESGGGLVQPGGSLKLSCAASGFTLSGSNVHWVRQASGKGLEWVGRIKRNAESDATAYAASMRGRLTISRDDSKNTAFLQMNSLKSDDTAMYYCVIRGDVYNRQWGQGTLVTVSS', 'DIVMTQSPLSLSVTPGEPASISCRSSQSLLRRDGHNDLEWYLQKPGQSPQPLIYLGSTRASGVPDRFSGSGSGTDFTLKIIRVEAEDAGTYYCMQNKQTPLTFGQGTRLEIK']. Result: 0 (not developable). (2) The antibody is ['EVQLQESGPGLVKPSQSLSLTCTVTGYSITSDYAWNWLRQLPGNKLEWMGYISYSGRIRYNPSLKRRISITRDTSKNQFFLQLNSVTTEDTATYYCARSDYGNYGRGDYWGQGTSVTVSS', 'DIQMTQTTSSLSASLGDRVTISCRASQDISNYLNWYQQKPDGTVKLLIYYTSRLHSGVPSRFSGSGSGTDYSLTISNLDQDDIATYFCQQGTTLPPTFGGGTKLEIK']. Result: 1 (developable). (3) The antibody is ['EVKLVESGGGLVQPGGSLRLSCATSGFTFTDYYMSWVRQPPGKALKWLAFIRNKAKGYTTEYSASVKGRFTISRDNSQSFLYLQMNTLRAEDSATYYCARDINPGSDGYYDALDYWGQGTSVTVSR', 'DIVMTQSPSSLAVSAGEKVTMSCKSSQSLLNSRTRKNYLAWYQQKPGQSPKLLIYWASTRESGVPDRFTGSGSGTDFTLTISSVQAEDLAVYYCKQSYNLRTFGGGTKLELK']. Result: 1 (developable).